From a dataset of Reaction yield outcomes from USPTO patents with 853,638 reactions. Predict the reaction yield, written as a fraction of the theoretical maximum amount of product (1.0 means a 100% yield; for example, 0.34 means a 34% yield). (1) The reactants are [C:1]([CH2:4][C:5](=[O:7])[CH3:6])(=[O:3])[CH3:2].B([O:19][CH2:20][CH2:21][CH2:22]C)([O:19][CH2:20][CH2:21][CH2:22]C)[O:19][CH2:20][CH2:21][CH2:22]C.[OH:24][C:25]1[CH:32]=[CH:31][C:28]([CH:29]=O)=[CH:27][C:26]=1[O:33][CH3:34].[CH2:35](N)[CH2:36][CH2:37][CH3:38].Cl.CN([CH:44]=[O:45])C. The catalyst is C(O)(=O)C.C(OCC)(=O)C. The product is [CH3:34][O:33][C:26]1[C:25]([OH:24])=[CH:32][CH:31]=[C:28](/[CH:29]=[CH:2]/[C:1]([CH2:4][C:5](/[CH:6]=[CH:38]/[C:37]2[CH:22]=[C:21]([O:45][CH3:44])[C:20]([OH:19])=[CH:35][CH:36]=2)=[O:7])=[O:3])[CH:27]=1. The yield is 0.450. (2) The reactants are [Cl:1][C:2]1[C:3]([CH3:27])=[C:4]([CH2:8][N:9]2[C:14]3[N:15]=[C:16]([N:18]4[CH2:23][CH2:22][O:21][CH2:20][CH2:19]4)[S:17][C:13]=3[C:12](=[O:24])[N:11]=[C:10]2[CH2:25][CH3:26])[CH:5]=[CH:6][CH:7]=1.C([O-])(=O)C.[Na+].[Br:33]Br. The catalyst is C(O)(=O)C.O. The product is [Br:33][CH:25]([C:10]1[N:9]([CH2:8][C:4]2[CH:5]=[CH:6][CH:7]=[C:2]([Cl:1])[C:3]=2[CH3:27])[C:14]2[N:15]=[C:16]([N:18]3[CH2:19][CH2:20][O:21][CH2:22][CH2:23]3)[S:17][C:13]=2[C:12](=[O:24])[N:11]=1)[CH3:26]. The yield is 0.920. (3) The reactants are CCN([CH:7]([CH3:9])C)C(C)C.[C:10]([O:13][C:14]1[CH:22]=[CH:21][CH:20]=[CH:19][C:15]=1[C:16]([OH:18])=O)(=[O:12])[CH3:11].CCN=C=NCCC[N:31]([CH3:33])C.C1C=CC2N([OH:43])N=NC=2C=1.CN([CH:47]=[O:48])C. The catalyst is O. The product is [CH2:7]([O:43][C:47](=[O:48])[CH2:33][NH:31][C:16](=[O:18])[C:15]1[CH:19]=[CH:20][CH:21]=[CH:22][C:14]=1[O:13][C:10](=[O:12])[CH3:11])[CH3:9]. The yield is 0.970. (4) The reactants are N1C=CC=C1[C:6]1[CH:11]=[CH:10][C:9]([C:12](=[C:20]2[CH2:25][C:24]([CH3:27])([CH3:26])[CH2:23][C:22]([CH3:29])([CH3:28])[CH2:21]2)[C:13]2[CH:18]=[CH:17][C:16]([OH:19])=[CH:15][CH:14]=2)=[CH:8][CH:7]=1.C([O-])([O-])=[O:31].[K+].[K+].Br[C:37]([CH3:44])([CH3:43])[C:38]([O:40][CH2:41][CH3:42])=[O:39]. The catalyst is CC(C)=O. The product is [OH:31][C:6]1[CH:7]=[CH:8][C:9]([C:12](=[C:20]2[CH2:25][C:24]([CH3:26])([CH3:27])[CH2:23][C:22]([CH3:29])([CH3:28])[CH2:21]2)[C:13]2[CH:14]=[CH:15][C:16]([O:19][C:37]([CH3:44])([CH3:43])[C:38]([O:40][CH2:41][CH3:42])=[O:39])=[CH:17][CH:18]=2)=[CH:10][CH:11]=1. The yield is 0.400. (5) The reactants are [Br:1][C:2]1[CH:3]=[C:4]2[C:23](=[CH:24][CH:25]=1)[C:7]1=[CH:8][C:9]3[CH:10](O)[C:11]4[CH:12]=[CH:13][C:14]([Br:21])=[CH:15][C:16]=4[CH:17]([OH:20])[C:18]=3[CH:19]=[C:6]1[C:5]2([CH3:27])[CH3:26]. The catalyst is Cl. The product is [Br:1][C:2]1[CH:3]=[C:4]2[C:23](=[CH:24][CH:25]=1)[C:7]1=[CH:8][C:9]3[CH2:10][C:11]4[CH:12]=[CH:13][C:14]([Br:21])=[CH:15][C:16]=4[C:17](=[O:20])[C:18]=3[CH:19]=[C:6]1[C:5]2([CH3:27])[CH3:26]. The yield is 0.920. (6) The reactants are [CH3:1][NH:2][C:3](=[O:12])[C:4]1[CH:9]=[CH:8][C:7]([NH2:10])=[CH:6][C:5]=1[F:11].[C:13]1(=O)[CH2:17][CH2:16][CH2:15][CH2:14]1.[Si]([C:23]#[N:24])(C)(C)C. The catalyst is C(OCC)(=O)C. The product is [CH3:1][NH:2][C:3](=[O:12])[C:4]1[CH:9]=[CH:8][C:7]([NH:10][C:13]2([C:23]#[N:24])[CH2:17][CH2:16][CH2:15][CH2:14]2)=[CH:6][C:5]=1[F:11]. The yield is 0.630. (7) The reactants are [N+:1]([C:4]1[CH:9]=[CH:8][C:7]([NH:10][C:11]([NH:13][C:14]2[CH:15]=[C:16]3[C:20](=[CH:21][CH:22]=2)[N:19]([CH2:23][CH2:24][N:25]2[CH2:29][CH2:28][CH2:27][CH2:26]2)[N:18]=[CH:17]3)=[O:12])=[CH:6][CH:5]=1)([O-])=O.[Cl-].[NH4+]. The catalyst is [Fe].C(O)C.O. The product is [NH2:1][C:4]1[CH:9]=[CH:8][C:7]([NH:10][C:11]([NH:13][C:14]2[CH:15]=[C:16]3[C:20](=[CH:21][CH:22]=2)[N:19]([CH2:23][CH2:24][N:25]2[CH2:26][CH2:27][CH2:28][CH2:29]2)[N:18]=[CH:17]3)=[O:12])=[CH:6][CH:5]=1. The yield is 0.920.